This data is from CYP2D6 inhibition data for predicting drug metabolism from PubChem BioAssay. The task is: Regression/Classification. Given a drug SMILES string, predict its absorption, distribution, metabolism, or excretion properties. Task type varies by dataset: regression for continuous measurements (e.g., permeability, clearance, half-life) or binary classification for categorical outcomes (e.g., BBB penetration, CYP inhibition). Dataset: cyp2d6_veith. (1) The drug is N#Cc1c(NC(=O)C2CC(c3ccccc3Cl)=NO2)sc2c1CCC2. The result is 0 (non-inhibitor). (2) The molecule is COP(=O)(OC)[C@@H](O)C(Cl)(Cl)Cl. The result is 0 (non-inhibitor). (3) The drug is CSC1=N/C(=C\c2ccc(C)cc2)C(=O)S1. The result is 0 (non-inhibitor). (4) The compound is CNc1nc(-c2ccc3c(c2)OCO3)nc2ccccc12. The result is 1 (inhibitor). (5) The drug is COc1ccccc1-c1nc(NCc2ccccc2)c2ccccc2n1. The result is 1 (inhibitor).